This data is from Catalyst prediction with 721,799 reactions and 888 catalyst types from USPTO. The task is: Predict which catalyst facilitates the given reaction. (1) Reactant: C1(P(C2C=CC=CC=2)C2C=CC=CC=2)C=CC=CC=1.[Cl:20][C:21]1[CH:26]=[CH:25][CH:24]=[C:23]([Cl:27])[C:22]=1[N:28]1[C:32]([CH2:33]O)=[C:31]([C:35]([F:38])([F:37])[F:36])[N:30]=[N:29]1.C(Br)(Br)(Br)[Br:40]. Product: [Br:40][CH2:33][C:32]1[N:28]([C:22]2[C:21]([Cl:20])=[CH:26][CH:25]=[CH:24][C:23]=2[Cl:27])[N:29]=[N:30][C:31]=1[C:35]([F:38])([F:37])[F:36]. The catalyst class is: 4. (2) Reactant: [F:1][C:2]1[C:7](F)=[C:6]([S:9]([CH2:12][CH2:13][OH:14])(=[O:11])=[O:10])[C:5]([F:15])=[C:4]([F:16])[C:3]=1[S:17]([NH2:20])(=[O:19])=[O:18].[CH2:21]([NH2:28])[C:22]1[CH:27]=[CH:26][CH:25]=[CH:24][CH:23]=1. Product: [CH2:21]([NH:28][C:7]1[C:2]([F:1])=[C:3]([S:17]([NH2:20])(=[O:19])=[O:18])[C:4]([F:16])=[C:5]([F:15])[C:6]=1[S:9]([CH2:12][CH2:13][OH:14])(=[O:11])=[O:10])[C:22]1[CH:27]=[CH:26][CH:25]=[CH:24][CH:23]=1. The catalyst class is: 5.